Dataset: Reaction yield outcomes from USPTO patents with 853,638 reactions. Task: Predict the reaction yield, written as a fraction of the theoretical maximum amount of product (1.0 means a 100% yield; for example, 0.34 means a 34% yield). (1) The reactants are O=[C:2]1[CH2:11][N:10]2[C@H:12]3[CH2:17][CH2:16][N:15]([C:18]([O:20][CH2:21][CH3:22])=[O:19])[CH2:14][C@H:13]3[C:8]3[C:9]2=C([CH:5]=[CH:6][CH:7]=3)N1.[H-].[Na+].[CH3:25]I.[CH3:27][N:28]([CH:30]=[O:31])[CH3:29]. The catalyst is O. The product is [CH3:25][C:11]1([CH3:2])[N:10]2[C:12]3[CH2:17][CH2:16][N:15]([C:18]([O:20][CH2:21][CH3:22])=[O:19])[CH2:14][C:13]=3[C:8]3[C:9]2=[C:27]([CH:5]=[CH:6][CH:7]=3)[N:28]([CH3:29])[C:30]1=[O:31]. The yield is 0.900. (2) The reactants are C(=O)([O-])OC(C1C=CC([N+]([O-])=O)=CC=1)[C@@H:4]1[CH2:8][CH2:7][C@H:6]([N:9]2[CH:17]=[N:16][C:15]3[C:14](=[O:18])[N:13]=[CH:12][NH:11][C:10]2=3)[O:5]1.[CH3:30]CN(C(C)C)C(C)C.[NH2:39][CH2:40][CH2:41][NH:42][C:43](=[O:65])[CH2:44][CH2:45]/[CH:46]=[CH:47]\[CH2:48]/[CH:49]=[CH:50]\[CH2:51]/[CH:52]=[CH:53]\[CH2:54]/[CH:55]=[CH:56]\[CH2:57]/[CH:58]=[CH:59]\[CH2:60]/[CH:61]=[CH:62]\[CH2:63][CH3:64].CC[O:68][C:69](C)=[O:70]. The catalyst is CN(C1C=CN=CC=1)C.CN(C=O)C. The product is [O:18]=[C:14]1[N:13]=[CH:12][NH:11][C:10]2[N:9]([C@@H:6]3[O:5][C@@H:4]([O:70][C:69](=[O:68])[N:39]([CH3:30])[CH2:40][CH2:41][NH:42][C:43](=[O:65])[CH2:44][CH2:45]/[CH:46]=[CH:47]\[CH2:48]/[CH:49]=[CH:50]\[CH2:51]/[CH:52]=[CH:53]\[CH2:54]/[CH:55]=[CH:56]\[CH2:57]/[CH:58]=[CH:59]\[CH2:60]/[CH:61]=[CH:62]\[CH2:63][CH3:64])[CH2:8][CH2:7]3)[CH:17]=[N:16][C:15]1=2. The yield is 0.870.